This data is from NCI-60 drug combinations with 297,098 pairs across 59 cell lines. The task is: Regression. Given two drug SMILES strings and cell line genomic features, predict the synergy score measuring deviation from expected non-interaction effect. (1) Drug 1: CC1C(C(=O)NC(C(=O)N2CCCC2C(=O)N(CC(=O)N(C(C(=O)O1)C(C)C)C)C)C(C)C)NC(=O)C3=C4C(=C(C=C3)C)OC5=C(C(=O)C(=C(C5=N4)C(=O)NC6C(OC(=O)C(N(C(=O)CN(C(=O)C7CCCN7C(=O)C(NC6=O)C(C)C)C)C)C(C)C)C)N)C. Synergy scores: CSS=21.9, Synergy_ZIP=0.0975, Synergy_Bliss=-0.628, Synergy_Loewe=-7.28, Synergy_HSA=-1.57. Cell line: UO-31. Drug 2: CC1C(C(CC(O1)OC2CC(OC(C2O)C)OC3=CC4=CC5=C(C(=O)C(C(C5)C(C(=O)C(C(C)O)O)OC)OC6CC(C(C(O6)C)O)OC7CC(C(C(O7)C)O)OC8CC(C(C(O8)C)O)(C)O)C(=C4C(=C3C)O)O)O)O. (2) Drug 1: CCCCCOC(=O)NC1=NC(=O)N(C=C1F)C2C(C(C(O2)C)O)O. Drug 2: C1C(C(OC1N2C=NC(=NC2=O)N)CO)O. Cell line: SN12C. Synergy scores: CSS=-0.366, Synergy_ZIP=-3.08, Synergy_Bliss=-6.60, Synergy_Loewe=-11.1, Synergy_HSA=-9.04.